Dataset: Catalyst prediction with 721,799 reactions and 888 catalyst types from USPTO. Task: Predict which catalyst facilitates the given reaction. (1) Reactant: [N:1]1([C:8]2[CH:13]=[CH:12][C:11](Br)=[CH:10][C:9]=2/[CH:15]=[C:16](\[CH3:21])/[C:17]([O:19][CH3:20])=[O:18])[CH2:7][CH2:6][CH2:5][CH2:4][CH2:3][CH2:2]1.[CH2:22]([O:26][CH2:27][CH2:28][O:29][C:30]1[CH:35]=[CH:34][C:33](OB(O)O)=[CH:32][CH:31]=1)[CH2:23][CH2:24][CH3:25].C(=O)([O-])[O-].[K+].[K+]. Product: [N:1]1([C:8]2[CH:13]=[CH:12][C:11]([C:33]3[CH:34]=[CH:35][C:30]([O:29][CH2:28][CH2:27][O:26][CH2:22][CH2:23][CH2:24][CH3:25])=[CH:31][CH:32]=3)=[CH:10][C:9]=2/[CH:15]=[C:16](\[CH3:21])/[C:17]([O:19][CH3:20])=[O:18])[CH2:7][CH2:6][CH2:5][CH2:4][CH2:3][CH2:2]1. The catalyst class is: 460. (2) Reactant: [N-:1]=[N+:2]=[N-:3].[Na+].[CH2:5]([O:12][C:13]1[C:22]2[NH:21][C:20](=[O:23])[CH2:19][O:18][C:17]=2[C:16]([C:24](=[O:27])[CH2:25]Cl)=[CH:15][CH:14]=1)[C:6]1[CH:11]=[CH:10][CH:9]=[CH:8][CH:7]=1. Product: [N:1]([CH2:25][C:24]([C:16]1[C:17]2[O:18][CH2:19][C:20](=[O:23])[NH:21][C:22]=2[C:13]([O:12][CH2:5][C:6]2[CH:11]=[CH:10][CH:9]=[CH:8][CH:7]=2)=[CH:14][CH:15]=1)=[O:27])=[N+:2]=[N-:3]. The catalyst class is: 3. (3) Reactant: [NH:1]([C:3]([C:5]1[NH:6][C:7]2[C:12]([CH:13]=1)=[CH:11][CH:10]=[CH:9][C:8]=2[N:14]([CH3:23])[S:15]([C:18]1[S:19][CH:20]=[CH:21][CH:22]=1)(=[O:17])=[O:16])=[O:4])[NH2:2].Cl[C:25](=[O:32])[CH2:26][C:27]([O:29][CH2:30][CH3:31])=[O:28].O. Product: [CH3:23][N:14]([S:15]([C:18]1[S:19][CH:20]=[CH:21][CH:22]=1)(=[O:17])=[O:16])[C:8]1[CH:9]=[CH:10][CH:11]=[C:12]2[C:7]=1[NH:6][C:5]([C:3]([NH:1][NH:2][C:25](=[O:32])[CH2:26][C:27]([O:29][CH2:30][CH3:31])=[O:28])=[O:4])=[CH:13]2. The catalyst class is: 80. (4) The catalyst class is: 211. Product: [I:24][C:17]1[NH:16][N:15]=[CH:14][C:13]=1[C:11]1[CH:10]=[CH:9][N:8]=[C:7]([S:6][CH3:5])[N:12]=1. Reactant: N([O-])=O.[Na+].[CH3:5][S:6][C:7]1[N:12]=[C:11]([C:13]2[CH:14]=[N:15][NH:16][C:17]=2N)[CH:10]=[CH:9][N:8]=1.OS(O)(=O)=O.[I-:24].[K+].N.II.[O-]S([O-])(=S)=O.[Na+].[Na+]. (5) Reactant: [Br:1][C:2]1[C:10]2[C:5](=[CH:6][CH:7]=[C:8]([N+:11]([O-:13])=[O:12])[CH:9]=2)[NH:4][N:3]=1.C1COCC1.[C:19](O[C:19]([O:21][C:22]([CH3:25])([CH3:24])[CH3:23])=[O:20])([O:21][C:22]([CH3:25])([CH3:24])[CH3:23])=[O:20].O. Product: [Br:1][C:2]1[C:10]2[C:5](=[CH:6][CH:7]=[C:8]([N+:11]([O-:13])=[O:12])[CH:9]=2)[N:4]([C:19]([O:21][C:22]([CH3:25])([CH3:24])[CH3:23])=[O:20])[N:3]=1. The catalyst class is: 74.